This data is from Reaction yield outcomes from USPTO patents with 853,638 reactions. The task is: Predict the reaction yield, written as a fraction of the theoretical maximum amount of product (1.0 means a 100% yield; for example, 0.34 means a 34% yield). (1) The reactants are F[C:2]1[CH:9]=[CH:8][CH:7]=[CH:6][C:3]=1[CH:4]=[O:5].C(=O)([O-])[O-].[K+].[K+].[NH:16]1[CH2:21][CH2:20][CH2:19][CH2:18][CH2:17]1. The catalyst is CN(C=O)C. The product is [N:16]1([C:2]2[CH:9]=[CH:8][CH:7]=[CH:6][C:3]=2[CH:4]=[O:5])[CH2:21][CH2:20][CH2:19][CH2:18][CH2:17]1. The yield is 0.905. (2) The reactants are F[C:2]1[C:7]([C:8]2[CH:9]=[CH:10][C:11]3[O:20][CH2:19][CH2:18][C:17]4[S:16][C:15]([C:21]5[N:22]([CH:26]([CH3:28])[CH3:27])[N:23]=[CH:24][N:25]=5)=[N:14][C:13]=4[C:12]=3[CH:29]=2)=[CH:6][CH:5]=[CH:4][N:3]=1.Cl.C[O:32]CCOC. The product is [CH:26]([N:22]1[C:21]([C:15]2[S:16][C:17]3[CH2:18][CH2:19][O:20][C:11]4[CH:10]=[CH:9][C:8]([C:7]5[C:2](=[O:32])[NH:3][CH:4]=[CH:5][CH:6]=5)=[CH:29][C:12]=4[C:13]=3[N:14]=2)=[N:25][CH:24]=[N:23]1)([CH3:28])[CH3:27]. The yield is 0.890. No catalyst specified.